Task: Predict which catalyst facilitates the given reaction.. Dataset: Catalyst prediction with 721,799 reactions and 888 catalyst types from USPTO (1) Reactant: [OH:1][CH:2]1[CH2:3][CH:4]([NH:18][C:19](=[O:25])[O:20][C:21]([CH3:24])([CH3:23])[CH3:22])[CH2:5][CH2:6][C:7]([C:9]2[N:13]([CH3:14])[N:12]=[CH:11][C:10]=2[N+:15]([O-])=O)=[CH:8]1. Product: [NH2:15][C:10]1[CH:11]=[N:12][N:13]([CH3:14])[C:9]=1[CH:7]1[CH2:6][CH2:5][CH:4]([NH:18][C:19](=[O:25])[O:20][C:21]([CH3:22])([CH3:23])[CH3:24])[CH2:3][CH:2]([OH:1])[CH2:8]1. The catalyst class is: 19. (2) Reactant: [CH3:1][O:2][C:3]1[CH:4]=[C:5]2[C:10](=[CH:11][C:12]=1[O:13][CH3:14])[N:9]=[CH:8][CH:7]=[C:6]2[O:15][C:16]1[CH:21]=[CH:20][C:19]([NH2:22])=[CH:18][CH:17]=1.[N+:23]([C:26]1[CH:33]=[CH:32][CH:31]=[CH:30][C:27]=1[CH:28]=O)([O-:25])=[O:24].C(O)(=O)C.C(O[BH-](OC(=O)C)OC(=O)C)(=O)C.[Na+]. Product: [CH3:1][O:2][C:3]1[CH:4]=[C:5]2[C:10](=[CH:11][C:12]=1[O:13][CH3:14])[N:9]=[CH:8][CH:7]=[C:6]2[O:15][C:16]1[CH:17]=[CH:18][C:19](=[N:22][CH2:28][C:27]2[CH:30]=[CH:31][CH:32]=[CH:33][C:26]=2[N+:23]([O-:25])=[O:24])[CH2:20][CH:21]=1. The catalyst class is: 30. (3) Reactant: [OH:1][C@H:2]1[C@H:7]2[CH2:8][C@H:4]([C@@H:5]([C:16]([O:18][CH3:19])=[O:17])[N:6]2[C:9]([O:11][C:12]([CH3:15])([CH3:14])[CH3:13])=[O:10])[CH2:3]1.[CH3:20][S:21](Cl)(=[O:23])=[O:22]. Product: [CH3:20][S:21]([O:1][C@H:2]1[C@H:7]2[CH2:8][C@H:4]([C@@H:5]([C:16]([O:18][CH3:19])=[O:17])[N:6]2[C:9]([O:11][C:12]([CH3:13])([CH3:14])[CH3:15])=[O:10])[CH2:3]1)(=[O:23])=[O:22]. The catalyst class is: 17. (4) Reactant: [CH3:1][O:2][C:3]1[CH:8]=[CH:7][C:6]([CH:9]([N:14]2[CH2:19][CH2:18][CH2:17][CH2:16][CH2:15]2)[C:10]([O:12]C)=[O:11])=[CH:5][CH:4]=1.O.[OH-].[Li+:22]. Product: [CH3:1][O:2][C:3]1[CH:4]=[CH:5][C:6]([CH:9]([N:14]2[CH2:19][CH2:18][CH2:17][CH2:16][CH2:15]2)[C:10]([O-:12])=[O:11])=[CH:7][CH:8]=1.[Li+:22]. The catalyst class is: 20. (5) Reactant: CI.[C:3]1([C:9]2([C:12]([OH:14])=[O:13])[CH2:11][CH2:10]2)[CH:8]=[CH:7][CH:6]=[CH:5][CH:4]=1.[C:15](=O)([O-])[O-].[K+].[K+]. Product: [CH3:15][O:13][C:12]([C:9]1([C:3]2[CH:8]=[CH:7][CH:6]=[CH:5][CH:4]=2)[CH2:11][CH2:10]1)=[O:14]. The catalyst class is: 369. (6) Product: [O:40]1[CH2:41][CH2:42][N:37]([C:34]2[CH:33]=[CH:32][C:31]([C:25]3[NH:26][C:27]4[C:23]([N:24]=3)=[C:22]([C:20]3[CH:19]=[CH:18][C:4]([O:5][C@@H:6]5[CH2:10][CH2:9][NH:8][CH2:7]5)=[C:3]([CH:21]=3)[C:1]#[N:2])[N:30]=[CH:29][N:28]=4)=[CH:36][CH:35]=2)[CH2:38][CH2:39]1. Reactant: [C:1]([C:3]1[CH:21]=[C:20]([C:22]2[N:30]=[CH:29][N:28]=[C:27]3[C:23]=2[N:24]=[C:25]([C:31]2[CH:36]=[CH:35][C:34]([N:37]4[CH2:42][CH2:41][O:40][CH2:39][CH2:38]4)=[CH:33][CH:32]=2)[NH:26]3)[CH:19]=[CH:18][C:4]=1[O:5][C@@H:6]1[CH2:10][CH2:9][N:8](C(OC(C)(C)C)=O)[CH2:7]1)#[N:2]. The catalyst class is: 557. (7) Reactant: [Si:1]([O:8][CH2:9][C@@H:10]1[C@@H:14]([OH:15])[CH2:13][C@H:12]([N:16]2[CH:24]=[N:23][C:22]3[C:17]2=[N:18][CH:19]=[N:20][C:21]=3[CH2:25][CH2:26][C:27]2[CH:32]=[CH:31][CH:30]=[CH:29][CH:28]=2)[O:11]1)([C:4]([CH3:7])([CH3:6])[CH3:5])([CH3:3])[CH3:2].[H-].[Na+].[CH3:35]I. Product: [Si:1]([O:8][CH2:9][C@H:10]1[O:11][C@@H:12]([N:16]2[CH:24]=[N:23][C:22]3[C:17]2=[N:18][CH:19]=[N:20][C:21]=3[CH2:25][CH2:26][C:27]2[CH:28]=[CH:29][CH:30]=[CH:31][CH:32]=2)[CH2:13][C@@H:14]1[O:15][CH3:35])([C:4]([CH3:6])([CH3:7])[CH3:5])([CH3:2])[CH3:3]. The catalyst class is: 1. (8) Reactant: [NH2:1][C:2]1[CH:3]=[C:4]([CH:8]=[CH:9][C:10]=1[OH:11])[C:5]([OH:7])=[O:6].[CH3:12][O:13][C:14]([C:16]1[CH:17]=[C:18]2[C:23](=[CH:24][CH:25]=1)[CH:22]=[C:21]([C:26](O)=[O:27])[CH:20]=[CH:19]2)=[O:15]. Product: [OH:11][C:10]1[CH:9]=[CH:8][C:4]([C:5]([OH:7])=[O:6])=[CH:3][C:2]=1[NH:1][C:26]([C:21]1[CH:20]=[CH:19][C:18]2[C:23](=[CH:24][CH:25]=[C:16]([C:14]([O:13][CH3:12])=[O:15])[CH:17]=2)[CH:22]=1)=[O:27]. The catalyst class is: 202.